This data is from B-cell epitopes from IEDB database with 3,159 antigens for binding position prediction. The task is: Token-level Classification. Given an antigen amino acid sequence, predict which amino acid positions are active epitope sites capable of antibody binding. Output is a list of indices for active positions. (1) Given the antigen sequence: MKKLLKSVLVFAALSSASSLQALPVGNPAEPSLMIDGILWEGFGGDPCDPCTTWCDAISMRMGYYGDFVFDRVLKTDVNKEFQMGDKPTSTTGNATAPTTLTARENPAYGRHMQDAEMFTNAACMALNIWDRFDVFCTLGASSGYLKGNSASFNLVGLFGDNENQSTVKTNSVPNMSLDQSVVELYTDTAFSWSVGARAALWECGCATLGASFQYAQSKPKVEELNVLCNAAEFTINKPKGYVGQEFPLALIAGTDAATGTKDASIDYHEWQASLALSYRLNMFTPYIGVKWSRASFDADTIRIAQPKSATAIFDTTTLNPTIAGAGDVKASAEGQLGDTMQIVSLQLNKMKSRKSCGIAVGTTIVDADKYAVTVETRLIDERAAHVNAQFRF, which amino acid positions are active epitope sites? The epitope positions are: [316, 317, 318, 319, 320, 321, 322, 323]. The amino acids at these positions are: TTLNPTIA. (2) Given the antigen sequence: MMSSITCLVLLSIAAYSKAGCPDNGMSEEARQKFLELHNSLRSSVALGQAKDGAGGNAPKAAKMKTMAYDCEVEKTAMNNAKQCVFKHSQPNQRKGLGENIFMSSDSGMDKAKAAEQASKAWFGELAEKGVGQNLKLTGGLFSRGVGHYTQMVWQETVKLGCYVEACSNMCYVVCQYGPAGNMMGKDIYEKGEPCSKCENCDKEKGLCSA, which amino acid positions are active epitope sites? The epitope positions are: [139, 140, 141, 142, 143, 144, 145, 146, 147, 148, 149, 150, 151]. The amino acids at these positions are: GLFSRGVGHYTQM. (3) The epitope positions are: [45, 46, 47, 48, 49, 50, 51, 52, 53, 54, 55, 56, 57, 58, 59, 60, 61, 62, 63, 64]. The amino acids at these positions are: TGAPSLGDYVRPAYIVTPYW. Given the antigen sequence: MPKTRRRPRRSQRKRPPTPWPTSQGLDRVFFSDTQSTCLETVYKATGAPSLGDYVRPAYIVTPYWPPVQSIRSPGTPSMDALSAQLYSSLSLDSPPSPPREPLRPSRSLPRQSLIQPPTFHPPSSRPCANTPPSEMDTWNPPLGSTSQPCLFQTPDSGPKTCTPFGEAPLSACTSTSFPPPSPGPSCPT, which amino acid positions are active epitope sites? (4) Given the antigen sequence: MSLLTEVETYVLSIIPSGPLKAEIAQRLEDVFAGKNTDLEALMEWLKTRPILSPLTKGILGFVFTLTVPSERGLQRRRFVQNALNGNGDPNNMDRAVKLYKKLKREMTFHGAKEVALSYSTGALASCMGLIYNRMGTVTTEVALGLICATCEQIADSHHRSHRQMATTTNPLIRHENRMVLASTTAKAMEQMAGSSEQAAEAMEVASQARQMVQAMRTIGTQPSSSAGLKDDLIENLQAYQKRMGVQMQRFK, which amino acid positions are active epitope sites? The epitope positions are: [39, 40, 41, 42, 43, 44, 45, 46, 47, 48, 49, 50, 51, 52, 53, 54, 55, 56]. The amino acids at these positions are: EALMEWLKTRPILSPLTK. (5) Given the antigen sequence: MESYHKPDQQKLQALKDTANRLRISSIQATTAAGSGHPTSCCSAAEIMAVLFFHTMRYKSQDPRNPHNDRFVLSKGHAAPILYAVWAEAGFLAEAELLNLRKISSDLDGHPVPKQAFTDVATGSLGQGLGAACGMAYTGKYFDKASYRVYCLLGDGELSEGSVWEAMAFASIYKLDNLVAILDINRLGQSDPAPLQHQMDIYQKRCEAFGWHAIIVDGHSVEELCKAFGQAKHQPTAIIAKTFKGRGITGVEDKESWHGKPLPKNMAEQIIQEIYSQIQSKKKILATPPQEDAPSVDIANIRMPSLPSYKVGDKIATRKAYGQALAKLGHASDRIIALDGDTKNSTFSEIFKKEHPDRFIECYIAEQNMVSIAVGCATRNRTVPFCSTFAAFFTRAFDQIRMAAISESNINLCGSHCGVSIGEDGPSQMALEDLAMFRSVPTSTVFYPSDGVATEKAVELAANTKGICFIRTSRPENAIIYNNNEDFQVGQAKVVLKSKD..., which amino acid positions are active epitope sites? The epitope positions are: [24, 25, 26, 27, 28, 29, 30, 31, 32, 33, 34, 35, 36, 37, 38]. The amino acids at these positions are: SSIQATTAAGSGHPT. (6) Given the antigen sequence: MWFLTTLLLWVPVDGQVDTTKAVITLQPPWVSVFQEETVTLHCEVLHLPGSSSTQWFLNGTATQTSTPSYRITSASVNDSGEYRCQRGLSGRSDPIQLEIHRGWLLLQVSSRVFTEGEPLALRCHAWKDKLVYNVLYYRNGKAFKFFHWNSNLTILKTNISHNGTYHCSGMGKHRYTSAGISVTVKELFPAPVLNASVTSPLLEGNLVTLSCETKLLLQRPGLQLYFSFYMGSKTLRGRNTSSEYQILTARREDSGLYWCEAATEDGNVLKRSPELELQVLGLQLPTPVWFHVLFYLAVGIMFLVNTVLWVTIRKELKRKKKWDLEISLDSGHEKKVISSLQEDRHLEEELKCQEQKEEQLQEGVHRKEPQGAT, which amino acid positions are active epitope sites? The epitope positions are: [221, 222, 223, 224, 225, 226, 227]. The amino acids at these positions are: GLQLYFS. (7) Given the antigen sequence: MEKNERFKMHKVKKRWVTISVASATMLASALGASVASADTETVSEDSNQAVLTADQTTTNQDTEQTSVAATATSEQSASTDAATDQASATDQASAAEQTQGTTASTDTAAQTTTNANEAKWVPTENENQVFTDEMLAEAKNVATAESNSIPSDLAKMSNVKQVDGKYYYYDQDGNVKKNFAVSVGEKIYYFDETGAYKDTSKVEADKSGSDISKEETTFAANNRAYSTSAENFEAIDNYLTADSWYRPKSILKDGKTWTESSKDDFRPLLMAWWPDTETKRNYVNYMNKVVGIDKTYTAETSQADLTAAAELVQARIEQKITTEQNTKWLREAISAFVKTQPQWNGESEKPYDDHLQNGALKFDNQSDLTPDTQSNYRLLNRTPTNQTGSLDSRFTYNANDPLGGYELLLANDVDNSNPIVQAEQLNWLHYLLNFGTIYAKDADANFDSIRVDAVDNVDADLLQISSDYLKAAYGIDKNNKNANNHVSIVEAWSDNDTPY..., which amino acid positions are active epitope sites? The epitope positions are: [1302, 1303, 1304, 1305, 1306, 1307, 1308, 1309, 1310, 1311, 1312, 1313, 1314, 1315, 1316, 1317, 1318, 1319, 1320, 1321... (22 total positions)]. The amino acids at these positions are: TGAQTIKGQKLYFKANGQQVKG.